This data is from Experimentally validated miRNA-target interactions with 360,000+ pairs, plus equal number of negative samples. The task is: Binary Classification. Given a miRNA mature sequence and a target amino acid sequence, predict their likelihood of interaction. (1) The miRNA is hsa-miR-6071 with sequence UUCUGCUGCCGGCCAAGGC. The protein sequence of the target gene is MGQIEWAMWANEQALASGLILITGGIVATAGRFTQWYFGAYSIVAGVFVCLLEYPRGKRKKGSTMERWGQKYMTAVVKLFGPFTRNYYVRAVLHLLLSVPAGFLLATILGTACLAIASGIYLLAAVRGEQWTPIEPKPRERPQIGGTIKQPPSNPPPRPPAEARKKPSEEEAAVAAGGPPGGPQVNPIPVTDEVV. Result: 0 (no interaction). (2) The miRNA is hsa-miR-5590-5p with sequence UUGCCAUACAUAGACUUUAUU. The protein sequence of the target gene is MAGAEGAAGRQSELEPVVSLVDVLEEDEELENEACAVLGGSDSEKCSYSQGSVKRQALYACSTCTPEGEEPAGICLACSYECHGSHKLFELYTKRNFRCDCGNSKFKNLECKLLPDKAKVNSGNKYNDNFFGLYCICKRPYPDPEDEIPDEMIQCVVCEDWFHGRHLGAIPPESGDFQEMVCQACMKRCSFLWAYAAQLAVTKISTEDDGLVRNIDGIGDQEVIKPENGEHQDSTLKEDVPEQGKDDVREVKVEQNSEPCAGSSSESDLQTVFKNESLNAESKSGCKLQELKAKQLIKKD.... Result: 0 (no interaction). (3) The protein sequence of the target gene is MQVASATPAATVRKAAAGDELSEFFALTPDLLEVANASGNASLQLQDLWWELGLELPDGAAPGHPPGGGGAESTDTEARVRILISAVYWVVCALGLAGNLLVLYLMKSKQGWRKSSINLFVTNLALTDFQFVLTLPFWAVENALDFKWPFGKAMCKIVSMVTSMNMYASVFFLTAMSVARYHSVASALKSHRTRGRGRGDCCGQSLRESCCFSAKVLCGLIWASAALASLPNAIFSTTIRVLGEELCLMHFPDKLLGWDRQFWLGLYHLQKVLLGFLLPLSIISLCYLLLVRFISDRRVV.... Result: 0 (no interaction). The miRNA is hsa-miR-1226-3p with sequence UCACCAGCCCUGUGUUCCCUAG. (4) The miRNA is hsa-miR-6074 with sequence GAUAUUCAGAGGCUAGGUGG. The protein sequence of the target gene is MVHCSCVLFRKYGNFIDKLRLFTRGGSGGMGYPRLGGEGGKGGDVWVVAQNRMTLKQLKDRYPRKRFVAGVGANSKISALKGSKGKDCEIPVPVGISVTDENGKIIGELNKENDRILVAQGGLGGKLLTNFLPLKGQKRIIHLDLKLIADVGLVGFPNAGKSSLLSCVSHAKPAIADYAFTTLKPELGKIMYSDFKQISVADLPGLIEGAHMNKGMGHKFLKHIERTRQLLFVVDISGFQLSSHTQYRTAFETIILLTKELELYKEELQTKPALLAVNKMDLPDAQDKFHELMSQLQNPK.... Result: 0 (no interaction). (5) The miRNA is hsa-miR-6081 with sequence AGGAGCAGUGCCGGCCAAGGCGCC. The protein sequence of the target gene is MGPPLPLLLLLLLPPPLPRALPAPASARGRQLPGRLGCLFEDGLCGSLETCVNDGVFGRCQKVPVMDTYRYEVPPGALLHLKVTLQKLSRTGFTWQDDYTQRVIAQELANLPKAYLWHGEASGPARSLQQNADNEKWFSLEREVALAKTLRRYLPYLELLSQTPTANAHSRIDHETRPAKGEDSSPENILTYVAHTSALTYPPATRAKYPDNLLRPFSRLQPDELSPKVDGDIDKQKLIAALGAYTAQRLPGENDPEPRYLVHGSARAPRPFSATALSQRWPPPPGDAKDSPSMDDDTLL.... Result: 0 (no interaction).